From a dataset of Forward reaction prediction with 1.9M reactions from USPTO patents (1976-2016). Predict the product of the given reaction. (1) Given the reactants [Cl:1][C:2]1[CH:10]=[C:6]([C:7]([OH:9])=O)[C:5]([OH:11])=[CH:4][CH:3]=1.[NH2:12][C:13]1[S:14][CH:15]=[C:16]([C:18]2[CH:23]=[CH:22][C:21]([Cl:24])=[CH:20][C:19]=2[Cl:25])[N:17]=1, predict the reaction product. The product is: [Cl:1][C:2]1[CH:3]=[CH:4][C:5]([OH:11])=[C:6]([CH:10]=1)[C:7]([NH:12][C:13]1[S:14][CH:15]=[C:16]([C:18]2[CH:23]=[CH:22][C:21]([Cl:24])=[CH:20][C:19]=2[Cl:25])[N:17]=1)=[O:9]. (2) Given the reactants F[C:2]1[CH:12]=[CH:11][C:5]([C:6]([O:8][CH2:9][CH3:10])=[O:7])=[CH:4][C:3]=1[N+:13]([O-:15])=[O:14].C(=O)([O-])[O-].[Cs+].[Cs+].[F:22][C:23]1[CH:31]=[CH:30][C:26]([C:27]([OH:29])=[O:28])=[C:25]([SH:32])[CH:24]=1.O, predict the reaction product. The product is: [CH2:9]([O:8][C:6]([C:5]1[CH:11]=[CH:12][C:2]([S:32][C:25]2[CH:24]=[C:23]([F:22])[CH:31]=[CH:30][C:26]=2[C:27]([OH:29])=[O:28])=[C:3]([N+:13]([O-:15])=[O:14])[CH:4]=1)=[O:7])[CH3:10]. (3) Given the reactants [C:1]([O:18][CH2:19][C@H:20]([OH:29])[C@H:21]1[O:26][C:24](=[O:25])[C:23]([OH:27])=[C:22]1[OH:28])(=[O:17])[CH2:2][CH2:3][CH2:4][CH2:5][CH2:6][CH2:7][CH2:8][CH2:9][CH2:10][CH2:11][CH2:12][CH2:13][CH2:14][CH2:15][CH3:16].C1(C)C=CC=CC=1.[S:37](Cl)([C:40]1[CH:46]=[CH:45][C:43]([CH3:44])=[CH:42][CH:41]=1)(=[O:39])=[O:38], predict the reaction product. The product is: [C:1]([O:18][CH2:19][C@H:20]([OH:29])[C@@H:21]1[C:22]([OH:28])=[C:23]([O:27][S:37]([C:40]2[CH:46]=[CH:45][C:43]([CH3:44])=[CH:42][CH:41]=2)(=[O:39])=[O:38])[C:24](=[O:25])[O:26]1)(=[O:17])[CH2:2][CH2:3][CH2:4][CH2:5][CH2:6][CH2:7][CH2:8][CH2:9][CH2:10][CH2:11][CH2:12][CH2:13][CH2:14][CH2:15][CH3:16]. (4) Given the reactants CO[C:3]([C@@H:5]1[O:9][C:8](=[O:10])[N:7]([C:11]2[CH:22]=[CH:21][C:14]3[N:15]([CH3:20])[C:16](=[O:19])[CH2:17][S:18][C:13]=3[CH:12]=2)[CH2:6]1)=[O:4].[CH3:23][NH2:24], predict the reaction product. The product is: [CH3:23][NH:24][C:3]([C@@H:5]1[O:9][C:8](=[O:10])[N:7]([C:11]2[CH:22]=[CH:21][C:14]3[N:15]([CH3:20])[C:16](=[O:19])[CH2:17][S:18][C:13]=3[CH:12]=2)[CH2:6]1)=[O:4]. (5) Given the reactants [C:1]([NH:4][CH2:5][C@@H:6]1[O:10][C:9](=[O:11])[N:8]([C:12]2[CH:13]=[C:14]3[C:19](=[CH:20][CH:21]=2)[N:18]([C:22]([O:24][CH2:25][C:26]2[CH:31]=[CH:30][CH:29]=[CH:28][CH:27]=2)=[O:23])[C@H:17]([CH3:32])[CH2:16][CH2:15]3)[CH2:7]1)(=O)[CH3:2].COC1C=CC(P2(SP(C3C=CC(OC)=CC=3)(=S)S2)=[S:42])=CC=1, predict the reaction product. The product is: [C:1]([NH:4][CH2:5][C@@H:6]1[O:10][C:9](=[O:11])[N:8]([C:12]2[CH:13]=[C:14]3[C:19](=[CH:20][CH:21]=2)[N:18]([C:22]([O:24][CH2:25][C:26]2[CH:31]=[CH:30][CH:29]=[CH:28][CH:27]=2)=[O:23])[C@H:17]([CH3:32])[CH2:16][CH2:15]3)[CH2:7]1)(=[S:42])[CH3:2].